From a dataset of Full USPTO retrosynthesis dataset with 1.9M reactions from patents (1976-2016). Predict the reactants needed to synthesize the given product. (1) Given the product [CH2:25]([O:24][C:22](=[O:23])[NH:21][C:18]1[CH:19]=[CH:20][C:15]([O:14][C:12]2[CH:11]=[CH:10][N:9]=[C:8]([NH2:7])[CH:13]=2)=[CH:16][C:17]=1[F:32])[C:26]1[CH:27]=[CH:28][CH:29]=[CH:30][CH:31]=1, predict the reactants needed to synthesize it. The reactants are: C(OC(=O)[NH:7][C:8]1[CH:13]=[C:12]([O:14][C:15]2[CH:20]=[CH:19][C:18]([NH:21][C:22]([O:24][CH2:25][C:26]3[CH:31]=[CH:30][CH:29]=[CH:28][CH:27]=3)=[O:23])=[C:17]([F:32])[CH:16]=2)[CH:11]=[CH:10][N:9]=1)(C)(C)C. (2) Given the product [Cl:1][C:2]1[CH:3]=[CH:4][C:5]([C:8]2([CH2:18][C:19]#[N:20])[CH2:9][CH2:10][C:11](=[O:12])[CH2:16][CH2:17]2)=[CH:6][CH:7]=1, predict the reactants needed to synthesize it. The reactants are: [Cl:1][C:2]1[CH:7]=[CH:6][C:5]([C:8]2([CH2:18][C:19]#[N:20])[CH2:17][CH2:16][C:11]3(OCC[O:12]3)[CH2:10][CH2:9]2)=[CH:4][CH:3]=1.CC1C=CC(S(O)(=O)=O)=CC=1. (3) The reactants are: C(OC([O:8][NH:9][C:10]([C:12]1[S:16][C:15]2[CH:17]=[C:18]([CH:21]=O)[CH:19]=[CH:20][C:14]=2[CH:13]=1)=[O:11])C)C(C)C.[CH:23]1([O:28][C:29](=[O:50])[C@@H:30]([NH:42]C(OC(C)(C)C)=O)[CH2:31][CH2:32][O:33][C:34]2[CH:39]=[CH:38][C:37]([CH2:40][NH2:41])=[CH:36][CH:35]=2)[CH2:27][CH2:26][CH2:25][CH2:24]1.C(O[BH-](OC(=O)C)OC(=O)C)(=O)C.[Na+].C(O)(=O)C. Given the product [CH:23]1([O:28][C:29](=[O:50])[C@@H:30]([NH2:42])[CH2:31][CH2:32][O:33][C:34]2[CH:35]=[CH:36][C:37]([CH2:40][NH:41][CH2:21][C:18]3[CH:19]=[CH:20][C:14]4[CH:13]=[C:12]([C:10](=[O:11])[NH:9][OH:8])[S:16][C:15]=4[CH:17]=3)=[CH:38][CH:39]=2)[CH2:27][CH2:26][CH2:25][CH2:24]1, predict the reactants needed to synthesize it. (4) Given the product [Cl:1][C:2]([F:7])([F:6])[C:3]([O:5][Si:10]([O:17][CH2:18][CH3:19])([O:14][CH2:15][CH3:16])[O:11][CH2:12][CH3:13])=[O:4], predict the reactants needed to synthesize it. The reactants are: [Cl:1][C:2]([F:7])([F:6])[C:3]([O-:5])=[O:4].[Na+].Cl[Si:10]([O:17][CH2:18][CH3:19])([O:14][CH2:15][CH3:16])[O:11][CH2:12][CH3:13]. (5) Given the product [Cl:1][C:2]1[CH:3]=[CH:4][C:5]([CH2:8][N:9]2[C:17]3[C:16](=[O:18])[N:15]([CH2:19][CH2:20][CH2:21][OH:22])[C:14](=[O:29])[N:13]([CH3:30])[C:12]=3[N:11]=[C:10]2[O:31][CH2:32][CH2:33][O:34][C:35]2[CH:40]=[CH:39][CH:38]=[C:37]([O:41][C:42]([F:45])([F:43])[F:44])[CH:36]=2)=[N:6][CH:7]=1, predict the reactants needed to synthesize it. The reactants are: [Cl:1][C:2]1[CH:3]=[CH:4][C:5]([CH2:8][N:9]2[C:17]3[C:16](=[O:18])[N:15]([CH2:19][CH2:20][CH2:21][O:22]C4CCCCO4)[C:14](=[O:29])[N:13]([CH3:30])[C:12]=3[N:11]=[C:10]2[O:31][CH2:32][CH2:33][O:34][C:35]2[CH:40]=[CH:39][CH:38]=[C:37]([O:41][C:42]([F:45])([F:44])[F:43])[CH:36]=2)=[N:6][CH:7]=1.C(Cl)(=O)C. (6) Given the product [NH2:1][C:2]1[CH:7]=[CH:6][C:5]([CH2:8][S:9]([NH:12][CH3:13])(=[O:11])=[O:10])=[CH:4][C:3]=1[I:14], predict the reactants needed to synthesize it. The reactants are: [NH2:1][C:2]1[CH:7]=[CH:6][C:5]([CH2:8][S:9]([NH:12][CH3:13])(=[O:11])=[O:10])=[CH:4][CH:3]=1.[I:14]Cl.